Dataset: Peptide-MHC class I binding affinity with 185,985 pairs from IEDB/IMGT. Task: Regression. Given a peptide amino acid sequence and an MHC pseudo amino acid sequence, predict their binding affinity value. This is MHC class I binding data. (1) The peptide sequence is KFYGPFVDR. The MHC is HLA-B44:03 with pseudo-sequence HLA-B44:03. The binding affinity (normalized) is 0. (2) The peptide sequence is RYKSRCYIF. The MHC is HLA-A30:01 with pseudo-sequence HLA-A30:01. The binding affinity (normalized) is 0.547. (3) The peptide sequence is AVHQVFGSVY. The MHC is HLA-B15:01 with pseudo-sequence HLA-B15:01. The binding affinity (normalized) is 0.991. (4) The peptide sequence is SIKFKRKLM. The MHC is HLA-B08:01 with pseudo-sequence HLA-B08:01. The binding affinity (normalized) is 0.213. (5) The peptide sequence is LNPHTTYIA. The MHC is Mamu-A01 with pseudo-sequence Mamu-A01. The binding affinity (normalized) is 0. (6) The peptide sequence is RPRGEVRFL. The MHC is HLA-A02:02 with pseudo-sequence HLA-A02:02. The binding affinity (normalized) is 0. (7) The peptide sequence is LCANEYTGNY. The MHC is HLA-A26:01 with pseudo-sequence HLA-A26:01. The binding affinity (normalized) is 0.0474.